This data is from Full USPTO retrosynthesis dataset with 1.9M reactions from patents (1976-2016). The task is: Predict the reactants needed to synthesize the given product. (1) Given the product [CH:39]1([C:37]([NH:36][C:34]2[N:35]=[C:30]3[CH:29]=[CH:28][C:27]([O:26][C:25]4[CH:24]=[C:23]([NH:22][C:8]([C:4]5[CH:5]=[C:6]([CH3:7])[N:2]([CH3:1])[N:3]=5)=[O:10])[CH:44]=[CH:43][CH:42]=4)=[N:32][N:31]3[CH:33]=2)=[O:38])[CH2:40][CH2:41]1, predict the reactants needed to synthesize it. The reactants are: [CH3:1][N:2]1[C:6]([CH3:7])=[CH:5][C:4]([C:8]([OH:10])=O)=[N:3]1.CN(C)C=O.C(Cl)(=O)C(Cl)=O.[NH2:22][C:23]1[CH:24]=[C:25]([CH:42]=[CH:43][CH:44]=1)[O:26][C:27]1[CH:28]=[CH:29][C:30]2[N:31]([CH:33]=[C:34]([NH:36][C:37]([CH:39]3[CH2:41][CH2:40]3)=[O:38])[N:35]=2)[N:32]=1.C(N(CC)CC)C. (2) Given the product [Br:1][C:2]1[CH:9]=[CH:8][C:7]([CH2:10][S:13][CH3:12])=[CH:6][C:3]=1[C:4]#[N:5], predict the reactants needed to synthesize it. The reactants are: [Br:1][C:2]1[CH:9]=[CH:8][C:7]([CH2:10]Br)=[CH:6][C:3]=1[C:4]#[N:5].[CH3:12][S-:13].[Na+]. (3) Given the product [CH2:34]([N:10]1[CH2:11][CH2:12][C:7]([CH2:13][O:14][CH2:15][C:16]2[CH:17]=[C:18]([C:26]3[CH:31]=[CH:30][C:29]([C:32]#[N:33])=[CH:28][CH:27]=3)[CH:19]=[C:20]([C:22]([F:24])([F:25])[F:23])[CH:21]=2)([C:1]2[CH:2]=[CH:3][CH:4]=[CH:5][CH:6]=2)[CH2:8][CH2:9]1)[CH3:35], predict the reactants needed to synthesize it. The reactants are: [C:1]1([C:7]2([CH2:13][O:14][CH2:15][C:16]3[CH:17]=[C:18]([C:26]4[CH:31]=[CH:30][C:29]([C:32]#[N:33])=[CH:28][CH:27]=4)[CH:19]=[C:20]([C:22]([F:25])([F:24])[F:23])[CH:21]=3)[CH2:12][CH2:11][NH:10][CH2:9][CH2:8]2)[CH:6]=[CH:5][CH:4]=[CH:3][CH:2]=1.[CH:34](=O)[CH3:35].C([BH3-])#N.[Na+].